This data is from Reaction yield outcomes from USPTO patents with 853,638 reactions. The task is: Predict the reaction yield, written as a fraction of the theoretical maximum amount of product (1.0 means a 100% yield; for example, 0.34 means a 34% yield). (1) The reactants are [Cl:1][C:2]1[C:7]([F:8])=[CH:6][CH:5]=[C:4]([Cl:9])[C:3]=1[CH:10]([O:12][C:13]1[C:14]([NH:38]C(OC(C)(C)C)=O)=[N:15][CH:16]=[C:17]([C:19]2[CH:20]=[N:21][N:22]([CH:24]3[CH2:29][CH2:28][N:27](NC(OC(C)(C)C)=O)[CH2:26][CH2:25]3)[CH:23]=2)[CH:18]=1)[CH3:11].Cl.C(O)C. The catalyst is ClCCl. The product is [CH3:11][C@@H:10]([O:12][C:13]1[CH:18]=[C:17]([C:19]2[CH:20]=[N:21][N:22]([CH:24]3[CH2:29][CH2:28][NH:27][CH2:26][CH2:25]3)[CH:23]=2)[CH:16]=[N:15][C:14]=1[NH2:38])[C:3]1[C:4]([Cl:9])=[CH:5][CH:6]=[C:7]([F:8])[C:2]=1[Cl:1]. The yield is 0.978. (2) The reactants are [NH2:1][C:2]1[CH:36]=[CH:35][C:5]([O:6][C:7]2[CH:12]=[CH:11][N:10]=[C:9]3[N:13](CC4C=CC(OC)=CC=4)[N:14]=[C:15]([NH:16][CH:17]4[CH2:22][CH2:21][N:20]([CH:23]([CH3:25])[CH3:24])[CH2:19][CH2:18]4)[C:8]=23)=[C:4]([F:37])[CH:3]=1.[F:38][C:39]1[CH:44]=[CH:43][C:42]([N:45]2[CH:50]=[CH:49][N:48]=[C:47]([C:51]([OH:53])=O)[C:46]2=[O:54])=[CH:41][CH:40]=1. No catalyst specified. The product is [F:37][C:4]1[CH:3]=[C:2]([NH:1][C:51]([C:47]2[C:46](=[O:54])[N:45]([C:42]3[CH:41]=[CH:40][C:39]([F:38])=[CH:44][CH:43]=3)[CH:50]=[CH:49][N:48]=2)=[O:53])[CH:36]=[CH:35][C:5]=1[O:6][C:7]1[CH:12]=[CH:11][N:10]=[C:9]2[NH:13][N:14]=[C:15]([NH:16][CH:17]3[CH2:18][CH2:19][N:20]([CH:23]([CH3:24])[CH3:25])[CH2:21][CH2:22]3)[C:8]=12. The yield is 0.640. (3) The reactants are [NH2:1][C@H:2]([C:4]1([OH:27])[CH2:7][N:6]([C:8]([C:10]2[CH:15]=[CH:14][C:13]([F:16])=[C:12]([F:17])[C:11]=2[NH:18][C:19]2[CH:24]=[CH:23][C:22]([I:25])=[CH:21][C:20]=2[F:26])=[O:9])[CH2:5]1)[CH3:3].[CH2:28]=O.[BH4-].[Na+]. The catalyst is CO.C=O. The product is [F:17][C:12]1[C:11]([NH:18][C:19]2[CH:24]=[CH:23][C:22]([I:25])=[CH:21][C:20]=2[F:26])=[C:10]([C:8]([N:6]2[CH2:7][C:4]([C@@H:2]([NH:1][CH3:28])[CH3:3])([OH:27])[CH2:5]2)=[O:9])[CH:15]=[CH:14][C:13]=1[F:16]. The yield is 0.220. (4) The reactants are [CH2:1]([C:8]1[C:13]([O:14]COC)=[CH:12][CH:11]=[CH:10][C:9]=1[O:18]COC)[C:2]1[CH:7]=[CH:6][CH:5]=[CH:4][CH:3]=1.Cl.O. The catalyst is CO. The product is [CH2:1]([C:8]1[C:9]([OH:18])=[CH:10][CH:11]=[CH:12][C:13]=1[OH:14])[C:2]1[CH:3]=[CH:4][CH:5]=[CH:6][CH:7]=1. The yield is 0.990. (5) The reactants are C(O)(C(F)(F)F)=O.[F:8][C:9]1[CH:10]=[C:11]([NH:19][C:20]([C@H:22]2[C:31]3[C:26](=[CH:27][C:28]([O:32][CH3:33])=[CH:29][CH:30]=3)[CH2:25][CH2:24][N:23]2C(OC(C)(C)C)=O)=[O:21])[CH:12]=[CH:13][C:14]=1[Si:15]([CH3:18])([CH3:17])[CH3:16].C(=O)([O-])O.[Na+]. No catalyst specified. The product is [F:8][C:9]1[CH:10]=[C:11]([NH:19][C:20]([C@H:22]2[C:31]3[C:26](=[CH:27][C:28]([O:32][CH3:33])=[CH:29][CH:30]=3)[CH2:25][CH2:24][NH:23]2)=[O:21])[CH:12]=[CH:13][C:14]=1[Si:15]([CH3:17])([CH3:16])[CH3:18]. The yield is 0.840. (6) The reactants are [CH2:1]([N:5]1[CH:9]=[CH:8][N:7]=[CH:6]1)[CH2:2][CH2:3][CH3:4].[Cl:10][CH2:11][CH2:12][CH2:13][CH2:14][CH2:15][CH3:16]. The catalyst is C1(C)C=CC=CC=1. The product is [Cl-:10].[CH2:1]([N+:5]1[CH:9]=[CH:8][N:7]([CH2:11][CH2:12][CH2:13][CH2:14][CH2:15][CH3:16])[CH:6]=1)[CH2:2][CH2:3][CH3:4]. The yield is 0.900.